Dataset: M1 muscarinic receptor antagonist screen with 61,756 compounds. Task: Binary Classification. Given a drug SMILES string, predict its activity (active/inactive) in a high-throughput screening assay against a specified biological target. (1) The drug is FC(F)(F)C1(NC(=O)CC(C)C)c2c(NC1=O)n(c(=O)n(c2=O)C)C. The result is 0 (inactive). (2) The molecule is O1c2c(C(c3c(OC)cccc3)C(=C1N)C#N)c(=O)n(CCCn1ccnc1)c(c2)C. The result is 1 (active). (3) The drug is O(C(=O)C=1C(NC(=O)NC1C)c1ccc(N(CC)CC)cc1)CC. The result is 1 (active). (4) The drug is O1c2c(OCC1)ccc(c2)C(=O)Cn1nc(nn1)c1ccc(OCC)cc1. The result is 0 (inactive). (5) The drug is s1c(NC(=O)C2C(CCCC2)C(O)=O)c(c(c1C)CC)C(=O)N. The result is 0 (inactive). (6) The molecule is Brc1oc(C(=O)NCCc2cc3c([nH]c2=O)c(ccc3C)C)cc1. The result is 0 (inactive). (7) The compound is O(c1cc(N2CCN(CC2)c2ncnc3n(ncc23)c2c(cc(cc2)C)C)ccc1)C. The result is 0 (inactive). (8) The drug is S(=O)(=O)(Cc1nc(oc1C)c1c(cccc1)C)CC(=O)Nc1c(OC)ccc(OC)c1. The result is 0 (inactive).